From a dataset of Full USPTO retrosynthesis dataset with 1.9M reactions from patents (1976-2016). Predict the reactants needed to synthesize the given product. (1) Given the product [Cl:12][C:13]1[N:14]=[CH:15][N:16]=[C:17]([O:1][CH2:2][CH2:3][N:4]2[CH2:9][CH2:8][O:7][CH2:6][CH2:5]2)[CH:18]=1, predict the reactants needed to synthesize it. The reactants are: [OH:1][CH2:2][CH2:3][N:4]1[CH2:9][CH2:8][O:7][CH2:6][CH2:5]1.[H-].[Na+].[Cl:12][C:13]1[CH:18]=[C:17](Cl)[N:16]=[CH:15][N:14]=1. (2) Given the product [Cl:2][C:3]1[CH:11]=[C:10]([CH:9]=[CH:8][C:4]=1[C:5]([N:35]1[CH2:36][CH2:37][CH:32]([CH3:31])[CH2:33][CH2:34]1)=[O:7])[NH:12][C:13]1[C:22]2[C:17](=[CH:18][CH:19]=[CH:20][C:21]=2[O:23][CH:24]2[CH2:25][CH2:26][N:27]([CH3:30])[CH2:28][CH2:29]2)[N:16]=[CH:15][N:14]=1, predict the reactants needed to synthesize it. The reactants are: Cl.[Cl:2][C:3]1[CH:11]=[C:10]([NH:12][C:13]2[C:22]3[C:17](=[CH:18][CH:19]=[CH:20][C:21]=3[O:23][CH:24]3[CH2:29][CH2:28][N:27]([CH3:30])[CH2:26][CH2:25]3)[N:16]=[CH:15][N:14]=2)[CH:9]=[CH:8][C:4]=1[C:5]([OH:7])=O.[CH3:31][CH:32]1[CH2:37][CH2:36][NH:35][CH2:34][CH2:33]1. (3) Given the product [CH3:34][O:33][C:12]1[CH:13]=[C:14]2[C:19](=[CH:20][C:11]=1[O:10][CH2:9][CH2:8][CH2:7][N:41]1[CH2:46][CH2:45][O:44][CH2:43][CH2:42]1)[N:18]=[CH:17][CH:16]=[C:15]2[O:21][C:22]1[C:23]([CH3:32])=[N:24][C:25]2[C:30]([CH:31]=1)=[CH:29][CH:28]=[CH:27][CH:26]=2, predict the reactants needed to synthesize it. The reactants are: CN(C)C=O.Cl[CH2:7][CH2:8][CH2:9][O:10][C:11]1[CH:20]=[C:19]2[C:14]([C:15]([O:21][C:22]3[C:23]([CH3:32])=[N:24][C:25]4[C:30]([CH:31]=3)=[CH:29][CH:28]=[CH:27][CH:26]=4)=[CH:16][CH:17]=[N:18]2)=[CH:13][C:12]=1[O:33][CH3:34].C(=O)([O-])[O-].[K+].[K+].[NH:41]1[CH2:46][CH2:45][O:44][CH2:43][CH2:42]1. (4) Given the product [Cl:21][C:18]1[CH:19]=[CH:20][C:15]([CH2:14][O:13][C@@H:11]2[CH2:12][NH:8][C@H:9]([C:22]([OH:24])=[O:23])[CH2:10]2)=[CH:16][CH:17]=1, predict the reactants needed to synthesize it. The reactants are: C(OC([N:8]1[CH2:12][C@@H:11]([O:13][CH2:14][C:15]2[CH:20]=[CH:19][C:18]([Cl:21])=[CH:17][CH:16]=2)[CH2:10][C@H:9]1[C:22]([OH:24])=[O:23])=O)(C)(C)C.FC(F)(F)C(O)=O. (5) Given the product [CH3:12][C:13]1[CH:18]=[C:17]([N+:19]([O-:21])=[O:20])[CH:16]=[CH:15][C:14]=1[N:22]=[C:23]1[N:6]([CH2:2][CH:3]([CH3:5])[CH3:4])[CH2:7][CH2:8][CH2:9][CH2:10][S:24]1, predict the reactants needed to synthesize it. The reactants are: Cl.[CH2:2]([NH:6][CH2:7][CH2:8][CH:9](Cl)[CH3:10])[CH:3]([CH3:5])[CH3:4].[CH3:12][C:13]1[CH:18]=[C:17]([N+:19]([O-:21])=[O:20])[CH:16]=[CH:15][C:14]=1[N:22]=[C:23]=[S:24]. (6) Given the product [CH3:26][N:27]([CH2:28][CH2:29][CH2:30][S:31]([CH2:34][CH2:35][CH2:36][C:37]([F:43])([F:42])[C:38]([F:41])([F:40])[F:39])(=[O:33])=[O:32])[CH2:2][CH2:3][CH2:4][CH2:5][CH2:6][CH2:7][C:8]1[C:14]2[CH:15]=[CH:16][C:17]([OH:19])=[CH:18][C:13]=2[CH2:12][CH2:11][CH2:10][C:9]=1[C:20]1[CH:25]=[CH:24][CH:23]=[CH:22][CH:21]=1, predict the reactants needed to synthesize it. The reactants are: Br[CH2:2][CH2:3][CH2:4][CH2:5][CH2:6][CH2:7][C:8]1[C:14]2[CH:15]=[CH:16][C:17]([OH:19])=[CH:18][C:13]=2[CH2:12][CH2:11][CH2:10][C:9]=1[C:20]1[CH:25]=[CH:24][CH:23]=[CH:22][CH:21]=1.[CH3:26][NH:27][CH2:28][CH2:29][CH2:30][S:31]([CH2:34][CH2:35][CH2:36][C:37]([F:43])([F:42])[C:38]([F:41])([F:40])[F:39])(=[O:33])=[O:32]. (7) Given the product [C@@H:21]([C@H:25]([NH:51][C:52]([C@H:54]1[CH2:59][CH2:58][CH2:57][CH2:56][N:55]1[CH3:60])=[O:53])[C:26](=[O:50])[N:27]([CH2:47][CH2:48][CH3:49])[C@@H:28]([CH:44]([CH3:45])[CH3:46])[CH2:29][C@H:30]([C:36]1[S:37][CH:38]=[C:39]([C:41]([NH:1][C@@H:2]([CH2:11][C:12]2[CH:13]=[CH:14][C:15]([N+:18]([O-:20])=[O:19])=[CH:16][CH:17]=2)[CH2:3][C:4]2([C:7]([O:9][CH3:10])=[O:8])[CH2:5][CH2:6]2)=[O:42])[N:40]=1)[O:31][C:32](=[O:35])[NH:33][CH3:34])([CH2:23][CH3:24])[CH3:22], predict the reactants needed to synthesize it. The reactants are: [NH2:1][C@@H:2]([CH2:11][C:12]1[CH:17]=[CH:16][C:15]([N+:18]([O-:20])=[O:19])=[CH:14][CH:13]=1)[CH2:3][C:4]1([C:7]([O:9][CH3:10])=[O:8])[CH2:6][CH2:5]1.[C@@H:21]([C@H:25]([NH:51][C:52]([C@H:54]1[CH2:59][CH2:58][CH2:57][CH2:56][N:55]1[CH3:60])=[O:53])[C:26](=[O:50])[N:27]([CH2:47][CH2:48][CH3:49])[C@@H:28]([CH:44]([CH3:46])[CH3:45])[CH2:29][C@H:30]([C:36]1[S:37][CH:38]=[C:39]([C:41](O)=[O:42])[N:40]=1)[O:31][C:32](=[O:35])[NH:33][CH3:34])([CH2:23][CH3:24])[CH3:22].